Dataset: Full USPTO retrosynthesis dataset with 1.9M reactions from patents (1976-2016). Task: Predict the reactants needed to synthesize the given product. (1) Given the product [C:17]([O:20][CH2:21][C:22]1[C:23]([N:13]2[CH2:12][CH2:11][N:8]3[C:9]4[CH2:10][C:2]([F:1])([F:16])[CH2:3][CH2:4][C:5]=4[CH:6]=[C:7]3[C:14]2=[O:15])=[CH:24][C:25]([F:29])=[CH:26][C:27]=1[Br:28])(=[O:19])[CH3:18], predict the reactants needed to synthesize it. The reactants are: [F:1][C:2]1([F:16])[CH2:10][C:9]2[N:8]3[CH2:11][CH2:12][NH:13][C:14](=[O:15])[C:7]3=[CH:6][C:5]=2[CH2:4][CH2:3]1.[C:17]([O:20][CH2:21][C:22]1[C:27]([Br:28])=[CH:26][C:25]([F:29])=[CH:24][C:23]=1Br)(=[O:19])[CH3:18].CC1(C)C2C(=C(P(C3C=CC=CC=3)C3C=CC=CC=3)C=CC=2)OC2C(P(C3C=CC=CC=3)C3C=CC=CC=3)=CC=CC1=2.C(=O)([O-])[O-].[Cs+].[Cs+]. (2) Given the product [CH2:1]([N:8]1[C:16]2[CH:15]=[CH:14][CH:13]=[C:12]([OH:17])[C:11]=2[CH:10]=[C:9]1[CH3:25])[C:2]1[CH:3]=[CH:4][CH:5]=[CH:6][CH:7]=1, predict the reactants needed to synthesize it. The reactants are: [CH2:1]([N:8]1[C:16]2[C:11](=[C:12]([O:17]CC3C=CC=CC=3)[CH:13]=[CH:14][CH:15]=2)[CH:10]=[C:9]1[CH3:25])[C:2]1[CH:7]=[CH:6][CH:5]=[CH:4][CH:3]=1.C(OCC)(=O)C. (3) Given the product [Cl:38][C:35]1[CH:34]=[CH:33][C:32]([C:25]2[C:26]3[C:31](=[CH:30][CH:29]=[CH:28][CH:27]=3)[C:22]([NH:19][C:16]3[CH:15]=[CH:14][C:13]([S:12][C:11]4[N:6]5[N:5]=[C:4]([CH:1]6[CH2:3][CH2:2]6)[CH:20]=[C:7]5[N:8]=[CH:9][CH:10]=4)=[CH:18][CH:17]=3)=[N:23][N:24]=2)=[CH:37][CH:36]=1, predict the reactants needed to synthesize it. The reactants are: [CH:1]1([C:4]2[CH:20]=[C:7]3[N:8]=[CH:9][CH:10]=[C:11]([S:12][C:13]4[CH:18]=[CH:17][C:16]([NH2:19])=[CH:15][CH:14]=4)[N:6]3[N:5]=2)[CH2:3][CH2:2]1.Cl[C:22]1[C:31]2[C:26](=[CH:27][CH:28]=[CH:29][CH:30]=2)[C:25]([C:32]2[CH:37]=[CH:36][C:35]([Cl:38])=[CH:34][CH:33]=2)=[N:24][N:23]=1. (4) The reactants are: [C:1]1([CH2:7][CH2:8][CH2:9][NH2:10])C=CC=CC=1.[CH2:11]1[C:19]2[C:14](=[CH:15][CH:16]=[CH:17][CH:18]=2)[CH2:13][N:12]1[C:20]([NH:22][C:23]1[N:28]=[N:27][C:26]([C:29]([OH:31])=O)=[CH:25][CH:24]=1)=[O:21].C1C2C(=CC=CC=2)CN1[C:41](NC1C=CC(C(O)=O)=CC=1)=[O:42]. Given the product [O:42]1[CH2:1][CH2:7][C@@H:8]([CH2:9][NH:10][C:29]([C:26]2[N:27]=[N:28][C:23]([NH:22][C:20]([N:12]3[CH2:11][C:19]4[C:14](=[CH:15][CH:16]=[CH:17][CH:18]=4)[CH2:13]3)=[O:21])=[CH:24][CH:25]=2)=[O:31])[CH2:41]1, predict the reactants needed to synthesize it. (5) Given the product [Cl:1][C:2]1[CH:3]=[CH:4][C:5]([C:8]2[C:14]3[CH:15]=[C:16]([O:19][CH2:37][CH2:38][CH2:39][C:40]([O:42][CH2:43][CH3:44])=[O:41])[CH:17]=[CH:18][C:13]=3[N:12]3[C:26]([CH3:29])=[N:27][N:28]=[C:11]3[C@H:10]([CH2:30][C:31]([NH:33][CH2:34][CH3:35])=[O:32])[N:9]=2)=[CH:6][CH:7]=1, predict the reactants needed to synthesize it. The reactants are: [Cl:1][C:2]1[CH:7]=[CH:6][C:5]([C:8]2[C:14]3[CH:15]=[C:16]([O:19]CC(OCC)=O)[CH:17]=[CH:18][C:13]=3[N:12]3[C:26]([CH3:29])=[N:27][N:28]=[C:11]3[C@H:10]([CH2:30][C:31]([NH:33][CH2:34][CH3:35])=[O:32])[N:9]=2)=[CH:4][CH:3]=1.Br[CH2:37][CH2:38][CH2:39][C:40]([O:42][CH2:43][CH3:44])=[O:41].